Predict the reaction yield, written as a fraction of the theoretical maximum amount of product (1.0 means a 100% yield; for example, 0.34 means a 34% yield). From a dataset of Reaction yield outcomes from USPTO patents with 853,638 reactions. (1) The reactants are [CH3:1][Si:2]([CH3:25])([C:21]([CH3:24])([CH3:23])[CH3:22])[O:3][CH2:4][CH2:5][CH2:6][CH2:7][CH2:8][CH2:9][O:10][CH2:11][CH2:12][O:13]CC1C=CC=CC=1. The catalyst is CO.[Pd]. The product is [Si:2]([O:3][CH2:4][CH2:5][CH2:6][CH2:7][CH2:8][CH2:9][O:10][CH2:11][CH2:12][OH:13])([C:21]([CH3:24])([CH3:23])[CH3:22])([CH3:25])[CH3:1]. The yield is 0.770. (2) The reactants are [F:1][C:2]1[N:10]=[CH:9][CH:8]=[CH:7][C:3]=1[C:4](Cl)=[O:5].[NH2:11][C:12]1[C:13]([CH3:18])=[CH:14][CH:15]=[CH:16][CH:17]=1. The catalyst is C1COCC1. The product is [F:1][C:2]1[N:10]=[CH:9][CH:8]=[CH:7][C:3]=1[C:4]([NH:11][C:12]1[CH:17]=[CH:16][CH:15]=[CH:14][C:13]=1[CH3:18])=[O:5]. The yield is 0.910. (3) The reactants are C[O:2][C:3](=[O:34])[C:4]1[CH:9]=[CH:8][CH:7]=[C:6]([NH:10][C:11]([C:13]2[S:17][C:16]([NH:18][C:19]([N:21]([CH:28]3[CH2:33][CH2:32][CH2:31][CH2:30][CH2:29]3)[CH:22]3[CH2:27][CH2:26][CH2:25][CH2:24][CH2:23]3)=[O:20])=[N:15][CH:14]=2)=[O:12])[CH:5]=1.C1(N(C2CCCCC2)C(=O)NC2SC=C(C(O)=O)N=2)CCCCC1. No catalyst specified. The product is [CH:28]1([N:21]([CH:22]2[CH2:27][CH2:26][CH2:25][CH2:24][CH2:23]2)[C:19](=[O:20])[NH:18][C:16]2[S:17][C:13]([C:11]([NH:10][C:6]3[CH:5]=[C:4]([CH:9]=[CH:8][CH:7]=3)[C:3]([OH:34])=[O:2])=[O:12])=[CH:14][N:15]=2)[CH2:33][CH2:32][CH2:31][CH2:30][CH2:29]1. The yield is 0.400.